Task: Regression. Given two drug SMILES strings and cell line genomic features, predict the synergy score measuring deviation from expected non-interaction effect.. Dataset: NCI-60 drug combinations with 297,098 pairs across 59 cell lines (1) Drug 1: C1CC(=O)NC(=O)C1N2C(=O)C3=CC=CC=C3C2=O. Drug 2: COC1=C2C(=CC3=C1OC=C3)C=CC(=O)O2. Cell line: KM12. Synergy scores: CSS=8.07, Synergy_ZIP=-1.85, Synergy_Bliss=1.42, Synergy_Loewe=2.03, Synergy_HSA=0.231. (2) Drug 1: CC1C(C(CC(O1)OC2CC(CC3=C2C(=C4C(=C3O)C(=O)C5=C(C4=O)C(=CC=C5)OC)O)(C(=O)C)O)N)O.Cl. Drug 2: CC=C1C(=O)NC(C(=O)OC2CC(=O)NC(C(=O)NC(CSSCCC=C2)C(=O)N1)C(C)C)C(C)C. Cell line: OVCAR-5. Synergy scores: CSS=65.8, Synergy_ZIP=-3.86, Synergy_Bliss=-5.30, Synergy_Loewe=-21.9, Synergy_HSA=-5.42. (3) Drug 1: C1CC(=O)NC(=O)C1N2C(=O)C3=CC=CC=C3C2=O. Drug 2: C(CCl)NC(=O)N(CCCl)N=O. Cell line: PC-3. Synergy scores: CSS=7.63, Synergy_ZIP=-2.65, Synergy_Bliss=1.56, Synergy_Loewe=2.94, Synergy_HSA=3.20.